This data is from NCI-60 drug combinations with 297,098 pairs across 59 cell lines. The task is: Regression. Given two drug SMILES strings and cell line genomic features, predict the synergy score measuring deviation from expected non-interaction effect. Drug 2: CC1=CC2C(CCC3(C2CCC3(C(=O)C)OC(=O)C)C)C4(C1=CC(=O)CC4)C. Cell line: NCI-H522. Drug 1: CCCS(=O)(=O)NC1=C(C(=C(C=C1)F)C(=O)C2=CNC3=C2C=C(C=N3)C4=CC=C(C=C4)Cl)F. Synergy scores: CSS=15.0, Synergy_ZIP=4.64, Synergy_Bliss=7.62, Synergy_Loewe=5.66, Synergy_HSA=6.86.